Dataset: Catalyst prediction with 721,799 reactions and 888 catalyst types from USPTO. Task: Predict which catalyst facilitates the given reaction. (1) Reactant: [O:1]=C[C@@H]([C@H]([C@@H]([C@@H](CO)O)O)O)O.OP([O-])(O)=O.[K+].OP([O-])([O-])=O.[K+].[K+].[Cl-].[K+].[CH3:28][C@@H:29]1[CH2:46][C:45]2[C@H:40]([CH2:41][CH2:42][C:43](=[O:47])[CH:44]=2)[C@@H:39]2[C@@H:30]1[C@H:31]1[C@@:35]([CH2:37][CH2:38]2)([CH3:36])[C:34](=[O:48])[CH2:33][CH2:32]1. Product: [OH:1][C@@H:38]1[CH2:37][C@@:35]2([CH3:36])[C@@H:31]([CH2:32][CH2:33][C:34]2=[O:48])[C@H:30]2[C@H:39]1[C@@H:40]1[C:45]([CH2:46][C@H:29]2[CH3:28])=[CH:44][C:43](=[O:47])[CH2:42][CH2:41]1. The catalyst class is: 3. (2) Reactant: [Cl:1][C:2]1[CH:7]=[CH:6][C:5]([CH:8]([OH:36])[C:9]2[C:17]3[C:12](=[N:13][CH:14]=[C:15]([NH:18][C:19](=[O:35])[C:20]4[C:25]([F:26])=[CH:24][CH:23]=[C:22]([NH:27][S:28]([CH2:31][CH2:32][CH3:33])(=[O:30])=[O:29])[C:21]=4[F:34])[CH:16]=3)[NH:11][CH:10]=2)=[CH:4][CH:3]=1. Product: [Cl:1][C:2]1[CH:3]=[CH:4][C:5]([C:8]([C:9]2[C:17]3[C:12](=[N:13][CH:14]=[C:15]([NH:18][C:19](=[O:35])[C:20]4[C:25]([F:26])=[CH:24][CH:23]=[C:22]([NH:27][S:28]([CH2:31][CH2:32][CH3:33])(=[O:30])=[O:29])[C:21]=4[F:34])[CH:16]=3)[NH:11][CH:10]=2)=[O:36])=[CH:6][CH:7]=1. The catalyst class is: 703. (3) Product: [CH3:17][CH2:16][CH2:15][CH2:14][CH2:13][CH2:12][CH:2]1[O:7][C:5](=[O:6])[CH2:4][CH2:3]1. The catalyst class is: 8. Reactant: O=[C:2]([CH2:12][CH2:13][CH2:14][CH2:15][CH2:16][CH3:17])[CH2:3][CH2:4][C:5]([O:7]CC(C)C)=[O:6].[BH4-].[Na+].O.C(OCC)(=O)C. (4) Reactant: O.[OH-].[Li+].[Cl:4][C:5]1[N:10]=[C:9]([CH2:11][CH2:12][CH2:13][C:14]([O:16]CC)=[O:15])[CH:8]=[CH:7][CH:6]=1.CO.C(O)(=O)CC(CC(O)=O)(C(O)=O)O. Product: [Cl:4][C:5]1[N:10]=[C:9]([CH2:11][CH2:12][CH2:13][C:14]([OH:16])=[O:15])[CH:8]=[CH:7][CH:6]=1. The catalyst class is: 387.